This data is from Reaction yield outcomes from USPTO patents with 853,638 reactions. The task is: Predict the reaction yield, written as a fraction of the theoretical maximum amount of product (1.0 means a 100% yield; for example, 0.34 means a 34% yield). (1) The reactants are [C:1]([O:5][C:6]([NH:8][CH:9]([C@H:34]([CH3:42])[CH2:35][CH:36]([CH3:41])[CH2:37][CH2:38][CH:39]=[CH2:40])[C:10]([N:12]1[CH2:16][C@H:15]([O:17][C:18]2[C:27]3[C:22](=[CH:23][CH:24]=[CH:25][CH:26]=3)[C:21]([O:28][CH2:29][CH3:30])=[CH:20][N:19]=2)[CH2:14][C@H:13]1[C:31](O)=[O:32])=[O:11])=[O:7])([CH3:4])([CH3:3])[CH3:2].CCN(C(C)C)C(C)C.CN(C(ON1N=NC2C=CC=NC1=2)=[N+](C)C)C.F[P-](F)(F)(F)(F)F.Cl.[NH2:77][C@:78]1([C:83]([NH:85][S:86]([CH:89]2[CH2:91][CH2:90]2)(=[O:88])=[O:87])=[O:84])[CH2:80][C@H:79]1[CH:81]=[CH2:82]. The catalyst is ClCCl. The product is [CH:89]1([S:86]([NH:85][C:83]([C@@:78]2([NH:77][C:31]([C@@H:13]3[CH2:14][C@@H:15]([O:17][C:18]4[C:27]5[C:22](=[CH:23][CH:24]=[CH:25][CH:26]=5)[C:21]([O:28][CH2:29][CH3:30])=[CH:20][N:19]=4)[CH2:16][N:12]3[C:10](=[O:11])[CH:9]([NH:8][C:6](=[O:7])[O:5][C:1]([CH3:2])([CH3:4])[CH3:3])[C@H:34]([CH3:42])[CH2:35][CH:36]([CH3:41])[CH2:37][CH2:38][CH:39]=[CH2:40])=[O:32])[CH2:80][C@H:79]2[CH:81]=[CH2:82])=[O:84])(=[O:88])=[O:87])[CH2:91][CH2:90]1. The yield is 0.610. (2) The reactants are [CH3:1][O:2][C:3]1[CH:9]=[CH:8][C:6]([NH2:7])=[CH:5][CH:4]=1.Br[CH:11]([CH3:16])[C:12]([O:14][CH3:15])=[O:13].C(=O)([O-])[O-].[K+].[K+].CN(C=O)C. The catalyst is O. The product is [CH3:1][O:2][C:3]1[CH:9]=[CH:8][C:6]([NH:7][CH:11]([CH3:16])[C:12]([O:14][CH3:15])=[O:13])=[CH:5][CH:4]=1. The yield is 0.910. (3) The reactants are C(OCOC([C:9]1[C:14]([F:15])=[C:13]([CH3:16])[CH:12]=[CH:11][C:10]=1[B:17]1[O:21][C:20]([CH3:23])([CH3:22])C(C)(C)[O:18]1)(C)C)C.Cl. The catalyst is C1COCC1. The product is [F:15][C:14]1[C:9]2[C:20]([CH3:22])([CH3:23])[O:21][B:17]([OH:18])[C:10]=2[CH:11]=[CH:12][C:13]=1[CH3:16]. The yield is 0.538. (4) The reactants are C(NC(C)C)(C)C.C([Li])CCC.[O:13]1[CH2:17][CH2:16][O:15][CH:14]1[C:18]1[CH:19]=[CH:20][C:21]([F:24])=[N:22][CH:23]=1.[B:25](OC(C)C)([O:30]C(C)C)[O:26]C(C)C. The catalyst is C1COCC1. The product is [O:13]1[CH2:17][CH2:16][O:15][CH:14]1[C:18]1[CH:19]=[C:20]([B:25]([OH:30])[OH:26])[C:21]([F:24])=[N:22][CH:23]=1. The yield is 0.610. (5) The reactants are Br[C:2]1[CH:7]=[CH:6][C:5]([Br:8])=[CH:4][CH:3]=1.[CH2:9]([NH2:15])[CH2:10][CH2:11][CH2:12][CH2:13][CH3:14]. No catalyst specified. The product is [Br:8][C:5]1[CH:6]=[CH:7][C:2]([NH:15][CH2:9][CH2:10][CH2:11][CH2:12][CH2:13][CH3:14])=[CH:3][CH:4]=1. The yield is 0.830.